From a dataset of Full USPTO retrosynthesis dataset with 1.9M reactions from patents (1976-2016). Predict the reactants needed to synthesize the given product. (1) Given the product [CH3:1][O:2][C:3]1[CH:4]=[CH:5][C:6]([NH:11][C:12]2[C:13]3[N:14]([CH:39]=[CH:40][N:41]=3)[N:15]=[C:16]([N:18]3[CH2:22][CH2:21][CH:20]([C:23]([NH:25][C:26]4[CH:38]=[CH:37][C:29]([C:30]([OH:32])=[O:31])=[CH:28][CH:27]=4)=[O:24])[CH2:19]3)[CH:17]=2)=[N:7][C:8]=1[O:9][CH3:10], predict the reactants needed to synthesize it. The reactants are: [CH3:1][O:2][C:3]1[CH:4]=[CH:5][C:6]([NH:11][C:12]2[C:13]3[N:14]([CH:39]=[CH:40][N:41]=3)[N:15]=[C:16]([N:18]3[CH2:22][CH2:21][CH:20]([C:23]([NH:25][C:26]4[CH:38]=[CH:37][C:29]([C:30]([O:32]C(C)(C)C)=[O:31])=[CH:28][CH:27]=4)=[O:24])[CH2:19]3)[CH:17]=2)=[N:7][C:8]=1[O:9][CH3:10].C(O)(C(F)(F)F)=O. (2) Given the product [CH2:1]([O:3][C:4](=[O:12])[C:5]1[CH:10]=[CH:9][C:8]([P:13]([O:17][CH2:18][CH3:19])([O:14][CH2:15][CH3:16])=[O:20])=[CH:7][CH:6]=1)[CH3:2], predict the reactants needed to synthesize it. The reactants are: [CH2:1]([O:3][C:4](=[O:12])[C:5]1[CH:10]=[CH:9][C:8](Br)=[CH:7][CH:6]=1)[CH3:2].[P:13]([O-:20])([O:17][CH2:18][CH3:19])[O:14][CH2:15][CH3:16]. (3) Given the product [OH:34][CH2:33][CH2:35][NH:36][C:4]([C:6]1[C:7]2[S:15][CH:14]=[C:13]([CH2:16][O:17][C:18]3[CH:23]=[C:22]([O:24][CH2:25][C:26]4[CH:27]=[CH:28][CH:29]=[CH:30][CH:31]=4)[CH:21]=[CH:20][C:19]=3[CH3:32])[C:8]=2[C:9]([NH2:12])=[N:10][CH:11]=1)=[O:5], predict the reactants needed to synthesize it. The reactants are: C(O[C:4]([C:6]1[C:7]2[S:15][CH:14]=[C:13]([CH2:16][O:17][C:18]3[CH:23]=[C:22]([O:24][CH2:25][C:26]4[CH:31]=[CH:30][CH:29]=[CH:28][CH:27]=4)[CH:21]=[CH:20][C:19]=3[CH3:32])[C:8]=2[C:9]([NH2:12])=[N:10][CH:11]=1)=[O:5])C.[CH2:33]([CH2:35][NH2:36])[OH:34].